This data is from Retrosynthesis with 50K atom-mapped reactions and 10 reaction types from USPTO. The task is: Predict the reactants needed to synthesize the given product. (1) Given the product CCOC(=O)N1CCN(C(=O)C(Cc2cccc(C(=O)O)c2)C(=O)Nc2ccc3ccccc3c2)CC1, predict the reactants needed to synthesize it. The reactants are: CCOC(=O)N1CCN(C(=O)C(Cc2cccc(C(=O)OC)c2)C(=O)Nc2ccc3ccccc3c2)CC1. (2) Given the product CC(C)c1nc(C#N)cs1, predict the reactants needed to synthesize it. The reactants are: CC(C)c1nc(C(N)=O)cs1.